This data is from Full USPTO retrosynthesis dataset with 1.9M reactions from patents (1976-2016). The task is: Predict the reactants needed to synthesize the given product. (1) Given the product [Cl:16][C:17]1[CH:18]=[C:19]([C:20](=[O:21])[NH:15][CH2:14][C:8]2[CH:9]=[C:10]([CH3:13])[CH:11]=[CH:12][C:7]=2[S:4]([CH2:2][CH3:3])(=[O:6])=[O:5])[CH:23]=[C:24]([C:42]([F:44])([F:43])[F:45])[C:25]=1[CH2:26][N:27]1[CH2:32][CH2:31][CH2:30][C@H:29]([N:33]([CH3:41])[C:34](=[O:35])[O:36][C:37]([CH3:38])([CH3:39])[CH3:40])[CH2:28]1, predict the reactants needed to synthesize it. The reactants are: Cl.[CH2:2]([S:4]([C:7]1[CH:12]=[CH:11][C:10]([CH3:13])=[CH:9][C:8]=1[CH2:14][NH2:15])(=[O:6])=[O:5])[CH3:3].[Cl:16][C:17]1[CH:18]=[C:19]([CH:23]=[C:24]([C:42]([F:45])([F:44])[F:43])[C:25]=1[CH2:26][N:27]1[CH2:32][CH2:31][CH2:30][C@H:29]([N:33]([CH3:41])[C:34]([O:36][C:37]([CH3:40])([CH3:39])[CH3:38])=[O:35])[CH2:28]1)[C:20](O)=[O:21].CC(OC(N1CCN(CC2C=CC(C([O-])=O)=CC=2C(F)(F)F)CC1)=O)(C)C. (2) The reactants are: [Br:1][C:2]1[CH:3]=[C:4]2[C:9](=[CH:10][CH:11]=1)[N:8]=[C:7]([NH2:12])[N:6]=[CH:5]2.O.[C:14]1(C)C=CC(S(O)(=O)=O)=CC=1.CN. Given the product [Br:1][C:2]1[CH:3]=[C:4]2[C:9](=[CH:10][CH:11]=1)[N:8]=[C:7]([NH:12][CH3:14])[N:6]=[CH:5]2, predict the reactants needed to synthesize it. (3) Given the product [CH3:1][C:2]([C:10]1[CH:11]=[C:12]([OH:17])[C:13]([C:18]2[CH:23]=[CH:22][CH:21]=[CH:20][CH:19]=2)=[CH:14][CH:15]=1)([CH3:9])[CH2:3][CH2:4][CH2:5][CH2:6][CH2:7][CH3:8], predict the reactants needed to synthesize it. The reactants are: [CH3:1][C:2]([C:10]1[CH:11]=[C:12]([OH:17])[C:13](Br)=[CH:14][CH:15]=1)([CH3:9])[CH2:3][CH2:4][CH2:5][CH2:6][CH2:7][CH3:8].[C:18]1(B(O)O)[CH:23]=[CH:22][CH:21]=[CH:20][CH:19]=1. (4) Given the product [C:2]1([C:10](=[CH2:9])[C:11]([NH2:13])=[O:12])[CH:7]=[CH:6][CH:5]=[CH:4][CH:3]=1, predict the reactants needed to synthesize it. The reactants are: N[C:2]1[CH:7]=[CH:6][CH:5]=[CH:4][CH:3]=1.Cl[CH2:9][CH2:10][C:11]([NH-:13])=[O:12]. (5) Given the product [Cl:37][C:38]1[CH:46]=[CH:45][C:41]([C:42]([NH2:3])=[O:43])=[C:40]([NH:47][CH3:48])[N:39]=1, predict the reactants needed to synthesize it. The reactants are: C([N:3](CC)CC)C.CN.F[P-](F)(F)(F)(F)F.N1(O[P+](N(C)C)(N(C)C)N(C)C)C2C=CC=CC=2N=N1.[Cl:37][C:38]1[CH:46]=[CH:45][C:41]([C:42](O)=[O:43])=[C:40]([NH:47][CH2:48]C)[N:39]=1.